The task is: Regression. Given two drug SMILES strings and cell line genomic features, predict the synergy score measuring deviation from expected non-interaction effect.. This data is from NCI-60 drug combinations with 297,098 pairs across 59 cell lines. (1) Drug 1: C(=O)(N)NO. Drug 2: C1=NC2=C(N=C(N=C2N1C3C(C(C(O3)CO)O)F)Cl)N. Cell line: HT29. Synergy scores: CSS=-7.25, Synergy_ZIP=8.16, Synergy_Bliss=8.40, Synergy_Loewe=3.08, Synergy_HSA=-0.622. (2) Drug 1: C1C(C(OC1N2C=NC3=C(N=C(N=C32)Cl)N)CO)O. Drug 2: CC1CCC2CC(C(=CC=CC=CC(CC(C(=O)C(C(C(=CC(C(=O)CC(OC(=O)C3CCCCN3C(=O)C(=O)C1(O2)O)C(C)CC4CCC(C(C4)OC)O)C)C)O)OC)C)C)C)OC. Cell line: SF-539. Synergy scores: CSS=5.08, Synergy_ZIP=-1.05, Synergy_Bliss=2.83, Synergy_Loewe=0.203, Synergy_HSA=1.28. (3) Drug 1: CS(=O)(=O)OCCCCOS(=O)(=O)C. Drug 2: N.N.Cl[Pt+2]Cl. Cell line: DU-145. Synergy scores: CSS=63.5, Synergy_ZIP=3.98, Synergy_Bliss=4.72, Synergy_Loewe=-5.82, Synergy_HSA=4.63.